From a dataset of Catalyst prediction with 721,799 reactions and 888 catalyst types from USPTO. Predict which catalyst facilitates the given reaction. Reactant: [CH:1]1([N:7]2[CH2:12][CH2:11][CH2:10][CH2:9][C:8]2=[O:13])[CH2:6][CH2:5][CH2:4][CH2:3][CH2:2]1.C[Si]([N-][Si](C)(C)C)(C)C.[Li+].Br[CH2:25][C:26]1[CH:31]=[CH:30][C:29]([Br:32])=[CH:28][C:27]=1[Cl:33]. Product: [Br:32][C:29]1[CH:30]=[CH:31][C:26]([CH2:25][CH:9]2[CH2:10][CH2:11][CH2:12][N:7]([CH:1]3[CH2:2][CH2:3][CH2:4][CH2:5][CH2:6]3)[C:8]2=[O:13])=[C:27]([Cl:33])[CH:28]=1. The catalyst class is: 3.